Task: Predict the reaction yield, written as a fraction of the theoretical maximum amount of product (1.0 means a 100% yield; for example, 0.34 means a 34% yield).. Dataset: Reaction yield outcomes from USPTO patents with 853,638 reactions (1) The reactants are Cl[CH2:2][C:3]([NH:5][CH:6]1[CH2:8][CH2:7]1)=[O:4].[Br:9][C:10]1[CH:11]=[C:12]([OH:17])[CH:13]=[CH:14][C:15]=1[F:16].C([O-])([O-])=O.[K+].[K+]. The catalyst is CC(C)=O. The product is [Br:9][C:10]1[CH:11]=[C:12]([CH:13]=[CH:14][C:15]=1[F:16])[O:17][CH2:2][C:3]([NH:5][CH:6]1[CH2:8][CH2:7]1)=[O:4]. The yield is 0.660. (2) The reactants are C[O:2][C:3]1[CH:20]=[C:19]2[C:6]([C@@:7]3([CH3:24])[C@H:16]([CH2:17][S:18]2)[C@:15]2([CH3:21])[C@H:10]([C:11]([CH3:23])([CH3:22])[CH2:12][CH2:13][CH2:14]2)[CH2:9][CH2:8]3)=[C:5]([C:25]([NH:27][CH3:28])=[O:26])[CH:4]=1.B(Br)(Br)Br. The catalyst is C(Cl)Cl. The product is [OH:2][C:3]1[CH:20]=[C:19]2[C:6]([C@@:7]3([CH3:24])[C@H:16]([CH2:17][S:18]2)[C@:15]2([CH3:21])[C@H:10]([C:11]([CH3:22])([CH3:23])[CH2:12][CH2:13][CH2:14]2)[CH2:9][CH2:8]3)=[C:5]([C:25]([NH:27][CH3:28])=[O:26])[CH:4]=1. The yield is 0.570. (3) The reactants are C(OC(=O)[NH:10][CH2:11][CH2:12][CH2:13][CH2:14][C:15]1[CH:20]=[CH:19][C:18]([O:21][CH2:22][C:23](=[O:29])[NH:24][CH2:25][C:26](=[O:28])[NH2:27])=[CH:17][CH:16]=1)C1C=CC=CC=1. The catalyst is CCO.C1COCC1. The product is [NH2:10][CH2:11][CH2:12][CH2:13][CH2:14][C:15]1[CH:20]=[CH:19][C:18]([O:21][CH2:22][C:23]([NH:24][CH2:25][C:26](=[O:28])[NH2:27])=[O:29])=[CH:17][CH:16]=1. The yield is 0.910.